From a dataset of Forward reaction prediction with 1.9M reactions from USPTO patents (1976-2016). Predict the product of the given reaction. (1) Given the reactants [Cl:1][C:2]1[CH:7]=[CH:6][C:5]([NH2:8])=[C:4]([N+:9]([O-:11])=[O:10])[CH:3]=1.[Br:12]N1C(=O)CCC1=O, predict the reaction product. The product is: [Br:12][C:6]1[CH:7]=[C:2]([Cl:1])[CH:3]=[C:4]([N+:9]([O-:11])=[O:10])[C:5]=1[NH2:8]. (2) Given the reactants [CH:1]1([CH2:4][O:5][C:6]2[CH:11]=[CH:10][C:9]([C:12]([F:15])([F:14])[F:13])=[CH:8][C:7]=2[C:16]2[C:17]3[N:24]([CH2:25][O:26][CH2:27][CH2:28][Si:29]([CH3:32])([CH3:31])[CH3:30])[C:23]([CH3:33])=[C:22]([C:34](O)=[O:35])[C:18]=3[N:19]=[CH:20][N:21]=2)[CH2:3][CH2:2]1.[NH2:37][C@@H:38]1[CH2:43][CH2:42][C@H:41]([NH:44][C:45](=[O:51])[O:46][C:47]([CH3:50])([CH3:49])[CH3:48])[CH2:40][CH2:39]1, predict the reaction product. The product is: [C:47]([O:46][C:45](=[O:51])[NH:44][C@H:41]1[CH2:40][CH2:39][C@@H:38]([NH:37][C:34]([C:22]2[C:18]3[N:19]=[CH:20][N:21]=[C:16]([C:7]4[CH:8]=[C:9]([C:12]([F:13])([F:15])[F:14])[CH:10]=[CH:11][C:6]=4[O:5][CH2:4][CH:1]4[CH2:2][CH2:3]4)[C:17]=3[N:24]([CH2:25][O:26][CH2:27][CH2:28][Si:29]([CH3:32])([CH3:30])[CH3:31])[C:23]=2[CH3:33])=[O:35])[CH2:43][CH2:42]1)([CH3:50])([CH3:48])[CH3:49]. (3) Given the reactants [CH:1]1[N:5]([CH2:6][O:7][CH2:8][CH2:9][OH:10])[C:4]2[N:11]=[C:12]([NH2:16])[N:13]=[C:14]([OH:15])[C:3]=2[N:2]=1.[H-].[Na+].Br[CH2:20][C:21]([C:23]1[CH:28]=[CH:27][C:26]([Br:29])=[CH:25][CH:24]=1)=O.N, predict the reaction product. The product is: [OH:10][CH2:9][CH2:8][O:7][CH2:6][N:5]1[C:4]2[N:11]=[C:12]3[N:13]([CH:20]=[C:21]([C:23]4[CH:28]=[CH:27][C:26]([Br:29])=[CH:25][CH:24]=4)[NH:16]3)[C:14](=[O:15])[C:3]=2[N:2]=[CH:1]1. (4) Given the reactants P(F)(F)(F)(F)F.N1(OC(N(C)C)=[N+](C)C)C2N=CC=CC=2N=N1.C(N(C(C)C)CC)(C)C.[CH2:33]1[C:41]2[C:36](=[CH:37][CH:38]=[CH:39][CH:40]=2)[CH2:35][NH:34]1.[OH:42][C:43]1[CH:51]=[C:50]([C:52]([F:55])([F:54])[F:53])[CH:49]=[CH:48][C:44]=1[C:45](O)=[O:46].C([O-])(O)=O.[Na+], predict the reaction product. The product is: [CH2:33]1[C:41]2[C:36](=[CH:37][CH:38]=[CH:39][CH:40]=2)[CH2:35][N:34]1[C:45]([C:44]1[CH:48]=[CH:49][C:50]([C:52]([F:53])([F:54])[F:55])=[CH:51][C:43]=1[OH:42])=[O:46].